Dataset: Peptide-MHC class II binding affinity with 134,281 pairs from IEDB. Task: Regression. Given a peptide amino acid sequence and an MHC pseudo amino acid sequence, predict their binding affinity value. This is MHC class II binding data. (1) The binding affinity (normalized) is 0.404. The peptide sequence is TRILTIPQSLDSWWTSLNF. The MHC is HLA-DQA10102-DQB10602 with pseudo-sequence HLA-DQA10102-DQB10602. (2) The binding affinity (normalized) is 0.948. The peptide sequence is LLWDYMCISLSTAIE. The MHC is DRB1_0101 with pseudo-sequence DRB1_0101. (3) The peptide sequence is IEKIRPLLIEGTASL. The MHC is DRB1_0401 with pseudo-sequence DRB1_0401. The binding affinity (normalized) is 0.614.